Dataset: Forward reaction prediction with 1.9M reactions from USPTO patents (1976-2016). Task: Predict the product of the given reaction. (1) The product is: [C:1]([N:4]1[C:13]2[C:8](=[CH:9][C:10]([C:14]([NH:38][CH3:36])=[O:16])=[CH:11][CH:12]=2)[CH:7]([O:17][C:18]2[CH:19]=[CH:20][C:21]([N:24]3[CH2:29][CH2:28][O:27][CH2:26][CH2:25]3)=[CH:22][CH:23]=2)[CH2:6][CH:5]1[CH3:30])(=[O:3])[CH3:2]. Given the reactants [C:1]([N:4]1[C:13]2[C:8](=[CH:9][C:10]([C:14]([OH:16])=O)=[CH:11][CH:12]=2)[C@H:7]([O:17][C:18]2[CH:23]=[CH:22][C:21]([N:24]3[CH2:29][CH2:28][O:27][CH2:26][CH2:25]3)=[CH:20][CH:19]=2)[CH2:6][C@@H:5]1[CH3:30])(=[O:3])[CH3:2].Cl.C1C=CC2N(O)N=[N:38][C:36]=2C=1.CN, predict the reaction product. (2) Given the reactants CN1CCCC1=[O:7].[Cl:8][C:9]1[C:10]([C:34]2[CH:39]=[CH:38][C:37]([O:40][CH3:41])=[CH:36][CH:35]=2)=[C:11]2[C:29]3[CH2:30][CH2:31][S:32][CH2:33][C:28]=3[S:27][C:12]2=[N:13][C:14]=1[CH2:15][N:16]1[C:24](=[O:25])[C:23]2[C:18](=[CH:19][CH:20]=[CH:21][CH:22]=2)[C:17]1=[O:26].OO.S([O-])([O-])(=O)=S.[Na+].[Na+], predict the reaction product. The product is: [Cl:8][C:9]1[C:10]([C:34]2[CH:35]=[CH:36][C:37]([O:40][CH3:41])=[CH:38][CH:39]=2)=[C:11]2[C:29]3[CH2:30][CH2:31][S:32](=[O:7])[CH2:33][C:28]=3[S:27][C:12]2=[N:13][C:14]=1[CH2:15][N:16]1[C:24](=[O:25])[C:23]2[C:18](=[CH:19][CH:20]=[CH:21][CH:22]=2)[C:17]1=[O:26]. (3) Given the reactants [Cl:1][C:2]1[CH:3]=[C:4]([CH2:8][CH2:9]Cl)[CH:5]=[CH:6][CH:7]=1.[C:11]1([CH:17]([NH:20][C:21]([C:23]2[CH:24]=[C:25]3[C:29](=[CH:30][CH:31]=2)[NH:28][CH:27]=[CH:26]3)=[O:22])[CH2:18][CH3:19])[CH:16]=[CH:15][CH:14]=[CH:13][CH:12]=1, predict the reaction product. The product is: [Cl:1][C:2]1[CH:3]=[C:4]([CH:5]=[CH:6][CH:7]=1)[CH2:8][CH2:9][N:28]1[C:29]2[C:25](=[CH:24][C:23]([C:21]([NH:20][CH:17]([C:11]3[CH:12]=[CH:13][CH:14]=[CH:15][CH:16]=3)[CH2:18][CH3:19])=[O:22])=[CH:31][CH:30]=2)[CH:26]=[CH:27]1.